This data is from Reaction yield outcomes from USPTO patents with 853,638 reactions. The task is: Predict the reaction yield, written as a fraction of the theoretical maximum amount of product (1.0 means a 100% yield; for example, 0.34 means a 34% yield). (1) The reactants are [F:1][C:2]1[CH:3]=[CH:4][C:5]2[N:14]=[C:13]([N:15]3[CH2:20][CH2:19][NH:18][C@@H:17]([CH2:21][CH2:22][O:23][CH3:24])[CH2:16]3)[C:12]3[CH:11]=[C:10]([CH3:25])[S:9][C:8]=3[NH:7][C:6]=2[CH:26]=1.C=O.[C:29](O[BH-](OC(=O)C)OC(=O)C)(=O)C.[Na+].C(=O)(O)[O-].[Na+].[Cl:48]CCCl. No catalyst specified. The product is [ClH:48].[F:1][C:2]1[CH:3]=[CH:4][C:5]2[N:14]=[C:13]([N:15]3[CH2:20][CH2:19][N:18]([CH3:29])[C@@H:17]([CH2:21][CH2:22][O:23][CH3:24])[CH2:16]3)[C:12]3[CH:11]=[C:10]([CH3:25])[S:9][C:8]=3[NH:7][C:6]=2[CH:26]=1. The yield is 1.00. (2) The reactants are C([CH:3]([C:7](Cl)=[O:8])[C:4](Cl)=[O:5])C.[NH2:10][C:11]1[CH:16]=[CH:15][C:14]([C:17]([C:25]2[CH:30]=[CH:29][C:28]([Cl:31])=[CH:27][CH:26]=2)([OH:24])[C:18]2[N:22]([CH3:23])[CH:21]=[N:20][CH:19]=2)=[CH:13][C:12]=1[C:32]([C:34]1[CH:39]=[CH:38][CH:37]=[C:36]([Cl:40])[CH:35]=1)=O.N1[CH:46]=[CH:45]C=CC=1.[OH2:47]. The catalyst is C(Cl)Cl. The product is [Cl:40][C:36]1[CH:35]=[C:34]([C:32]2[C:12]3[C:11](=[CH:16][CH:15]=[C:14]([C:17]([C:25]4[CH:30]=[CH:29][C:28]([Cl:31])=[CH:27][CH:26]=4)([OH:24])[C:18]4[N:22]([CH3:23])[CH:21]=[N:20][CH:19]=4)[CH:13]=3)[NH:10][C:7](=[O:8])[C:3]=2[C:4]([O:5][CH2:45][CH3:46])=[O:47])[CH:39]=[CH:38][CH:37]=1. The yield is 0.600. (3) The reactants are [Si:1]([O:8][C:9]1[CH:14]=[CH:13][C:12]([C:15]2[N:16]=[C:17]([CH2:22][CH2:23][C:24]3[CH:29]=[CH:28][CH:27]=[CH:26][CH:25]=3)[C:18]([NH2:21])=[N:19][CH:20]=2)=[CH:11][CH:10]=1)([C:4]([CH3:7])([CH3:6])[CH3:5])([CH3:3])[CH3:2].[Si:30]([O:37][C:38]1[CH:43]=[CH:42][C:41]([CH2:44][C:45](Cl)=[O:46])=[CH:40][CH:39]=1)([C:33]([CH3:36])([CH3:35])[CH3:34])([CH3:32])[CH3:31].O. The catalyst is CN(C)C1C=CN=CC=1.N1C=CC=CC=1. The product is [Si:30]([O:37][C:38]1[CH:39]=[CH:40][C:41]([CH2:44][C:45]([NH:21][C:18]2[C:17]([CH2:22][CH2:23][C:24]3[CH:29]=[CH:28][CH:27]=[CH:26][CH:25]=3)=[N:16][C:15]([C:12]3[CH:11]=[CH:10][C:9]([O:8][Si:1]([C:4]([CH3:7])([CH3:5])[CH3:6])([CH3:2])[CH3:3])=[CH:14][CH:13]=3)=[CH:20][N:19]=2)=[O:46])=[CH:42][CH:43]=1)([C:33]([CH3:36])([CH3:35])[CH3:34])([CH3:32])[CH3:31]. The yield is 0.458. (4) The reactants are [C:1]([O:5][C:6](=[O:13])[C@@H:7]([NH2:12])[CH2:8][C:9]([OH:11])=[O:10])([CH3:4])([CH3:3])[CH3:2].[OH-].[Na+].[CH2:16]([O:23][C:24](O[C:24]([O:23][CH2:16][C:17]1[CH:22]=[CH:21][CH:20]=[CH:19][CH:18]=1)=[O:25])=[O:25])[C:17]1[CH:22]=[CH:21][CH:20]=[CH:19][CH:18]=1. The catalyst is O.O1CCOCC1. The product is [C:1]([O:5][C:6](=[O:13])[C@@H:7]([NH:12][C:24]([O:23][CH2:16][C:17]1[CH:22]=[CH:21][CH:20]=[CH:19][CH:18]=1)=[O:25])[CH2:8][C:9]([OH:11])=[O:10])([CH3:4])([CH3:2])[CH3:3]. The yield is 0.500.